From a dataset of Full USPTO retrosynthesis dataset with 1.9M reactions from patents (1976-2016). Predict the reactants needed to synthesize the given product. Given the product [C:10]([O:14][C:15]([N:17]1[CH2:21][CH2:20][CH2:19][C@@H:18]1[C:22]([N:24]1[CH2:29][CH2:28][CH:27]([F:7])[CH2:26][CH2:25]1)=[O:23])=[O:16])([CH3:13])([CH3:12])[CH3:11], predict the reactants needed to synthesize it. The reactants are: CCN(S(F)(F)[F:7])CC.[C:10]([O:14][C:15]([N:17]1[CH2:21][CH2:20][CH2:19][C@@H:18]1[C:22]([N:24]1[CH2:29][CH2:28][CH:27](O)[CH2:26][CH2:25]1)=[O:23])=[O:16])([CH3:13])([CH3:12])[CH3:11].